Dataset: Reaction yield outcomes from USPTO patents with 853,638 reactions. Task: Predict the reaction yield, written as a fraction of the theoretical maximum amount of product (1.0 means a 100% yield; for example, 0.34 means a 34% yield). (1) The reactants are Br[C:2]1[CH:7]=[CH:6][C:5]([C:8]([N:11]2[CH2:16][CH2:15][N:14]([S:17]([C:20]3[CH:25]=[CH:24][C:23]([CH3:26])=[CH:22][CH:21]=3)(=[O:19])=[O:18])[CH2:13][CH2:12]2)([CH3:10])[CH3:9])=[CH:4][CH:3]=1.[CH3:27][N:28](C=O)C. The catalyst is [C-]#N.[Zn+2].[C-]#N.C1C=CC([P]([Pd]([P](C2C=CC=CC=2)(C2C=CC=CC=2)C2C=CC=CC=2)([P](C2C=CC=CC=2)(C2C=CC=CC=2)C2C=CC=CC=2)[P](C2C=CC=CC=2)(C2C=CC=CC=2)C2C=CC=CC=2)(C2C=CC=CC=2)C2C=CC=CC=2)=CC=1. The product is [CH3:9][C:8]([C:5]1[CH:6]=[CH:7][C:2]([C:27]#[N:28])=[CH:3][CH:4]=1)([N:11]1[CH2:16][CH2:15][N:14]([S:17]([C:20]2[CH:25]=[CH:24][C:23]([CH3:26])=[CH:22][CH:21]=2)(=[O:19])=[O:18])[CH2:13][CH2:12]1)[CH3:10]. The yield is 0.470. (2) The reactants are Cl[C:2]1[CH:11]=[CH:10][N:9]=[C:8]2[C:3]=1[CH:4]=[CH:5][C:6]([C:12]1[CH:17]=[CH:16][CH:15]=[CH:14][C:13]=1[F:18])=[N:7]2.Cl[C:20]1[CH:29]=[CH:28][C:27]2C(=[N:23][CH:24]=[CH:25][C:26]=2Cl)N=1.[F:31][C:32]1[CH:37]=[CH:36][CH:35]=[CH:34][C:33]=1B(O)O.C(=O)([O-])[O-].[Na+].[Na+]. The catalyst is COCCOC. The product is [F:31][C:32]1[CH:37]=[CH:36][C:35]([C:2]2[C:3]3[C:8](=[N:7][C:6]([C:12]4[CH:17]=[CH:16][CH:15]=[CH:14][C:13]=4[F:18])=[CH:5][CH:4]=3)[N:9]=[CH:10][CH:11]=2)=[CH:34][C:33]=1[C:20]1[C:25]([C:24]#[N:23])=[CH:26][CH:27]=[CH:28][CH:29]=1. The yield is 0.910. (3) The reactants are Cl.[CH3:2][C:3]([CH3:33])([CH3:32])[CH2:4][CH2:5][NH:6][C:7](=[O:31])[NH:8][C:9]1[CH:10]=[C:11]([C:16]2[C:17]([CH3:30])=[N:18][C:19]3[C:24]([CH:25]=2)=[CH:23][N:22]=[C:21]([NH:26]C(=O)C)[CH:20]=3)[CH:12]=[CH:13][C:14]=1[F:15]. The catalyst is CCO. The product is [NH2:26][C:21]1[CH:20]=[C:19]2[C:24]([CH:25]=[C:16]([C:11]3[CH:12]=[CH:13][C:14]([F:15])=[C:9]([NH:8][C:7]([NH:6][CH2:5][CH2:4][C:3]([CH3:32])([CH3:2])[CH3:33])=[O:31])[CH:10]=3)[C:17]([CH3:30])=[N:18]2)=[CH:23][N:22]=1. The yield is 0.740.